Dataset: Forward reaction prediction with 1.9M reactions from USPTO patents (1976-2016). Task: Predict the product of the given reaction. (1) Given the reactants C(OC([NH:8][C@H:9]([CH2:16][C:17]1[CH:22]=[CH:21][C:20]([C:23]2[CH:28]=[CH:27][CH:26]=[C:25]([Cl:29])[CH:24]=2)=[CH:19][CH:18]=1)[CH2:10][C:11]([O:13][CH2:14][CH3:15])=[O:12])=O)(C)(C)C.Cl.O1CCOCC1, predict the reaction product. The product is: [ClH:29].[NH2:8][C@H:9]([CH2:16][C:17]1[CH:22]=[CH:21][C:20]([C:23]2[CH:28]=[CH:27][CH:26]=[C:25]([Cl:29])[CH:24]=2)=[CH:19][CH:18]=1)[CH2:10][C:11]([O:13][CH2:14][CH3:15])=[O:12]. (2) Given the reactants [CH2:1]([C:8]1[CH:13]=[C:12]([CH3:14])[N:11]=[C:10](Cl)[N:9]=1)[C:2]1[CH:7]=[CH:6][CH:5]=[CH:4][CH:3]=1.CO.[C:18](=[O:21])([O-])[O-].[K+].[K+].C1(C2C=CC=CC=2)C=CC=CC=1.[NH2:36][C:37]1[CH:42]=[CH:41][C:40]([N:43]2[CH:47]=[C:46](CO)[N:45]=[CH:44]2)=[CH:39][CH:38]=1, predict the reaction product. The product is: [CH2:1]([C:8]1[CH:13]=[C:12]([CH3:14])[N:11]=[C:10]([NH:36][C:37]2[CH:38]=[CH:39][C:40]([N:43]3[CH:47]=[CH:46][N:45]=[C:44]3[CH2:18][OH:21])=[CH:41][CH:42]=2)[N:9]=1)[C:2]1[CH:7]=[CH:6][CH:5]=[CH:4][CH:3]=1. (3) Given the reactants [CH3:1][O:2][C:3](=[O:15])[C:4]1[C:9]([Br:10])=[CH:8][CH:7]=[C:6]([N+:11]([O-:13])=[O:12])[C:5]=1[CH3:14].C1C(=O)N([Br:23])C(=O)C1.C(OOC(=O)C1C=CC=CC=1)(=O)C1C=CC=CC=1.CS(C)=O, predict the reaction product. The product is: [CH3:1][O:2][C:3](=[O:15])[C:4]1[C:9]([Br:10])=[CH:8][CH:7]=[C:6]([N+:11]([O-:13])=[O:12])[C:5]=1[CH2:14][Br:23]. (4) Given the reactants Cl[C:2]1[C:11]2[C:6](=[CH:7][C:8]([O:14][CH3:15])=[C:9]([O:12][CH3:13])[CH:10]=2)[N:5]=[CH:4][C:3]=1[C:16]([NH2:18])=[O:17].[NH2:19][C:20]1[CH:28]=[CH:27][CH:26]=[C:25]2[C:21]=1[CH:22]=[CH:23][NH:24]2.C([O-])(=O)C.[Na+].[OH-].[Na+], predict the reaction product. The product is: [NH:24]1[C:25]2[C:21](=[C:20]([NH:19][C:2]3[C:11]4[C:6](=[CH:7][C:8]([O:14][CH3:15])=[C:9]([O:12][CH3:13])[CH:10]=4)[N:5]=[CH:4][C:3]=3[C:16]([NH2:18])=[O:17])[CH:28]=[CH:27][CH:26]=2)[CH:22]=[CH:23]1. (5) Given the reactants C[O:2][P:3]([CH:7]=[CH:8][CH:9]1[CH:13]([O:14][Si](CC)(CC)CC)[CH:12]([F:22])[CH:11]([N:23]2[CH:31]=[N:30][C:29]3[C:24]2=[N:25][CH:26]=[N:27][C:28]=3[NH:32][C:33](=[O:40])[C:34]2[CH:39]=[CH:38][CH:37]=[CH:36][CH:35]=2)[O:10]1)(=[O:6])[O:4]C.[N:41]1C(C)=CC=CC=1C.C[Si](Br)(C)C.C(N(CC)CC)C.[F-].[NH4+], predict the reaction product. The product is: [NH4+:23].[NH4+:41].[C:33]([NH:32][C:28]1[N:27]=[CH:26][N:25]=[C:24]2[C:29]=1[N:30]=[CH:31][N:23]2[CH:11]1[O:10][CH:9]([CH:8]=[CH:7][P:3](=[O:2])([O-:4])[O-:6])[CH:13]([OH:14])[CH:12]1[F:22])(=[O:40])[C:34]1[CH:39]=[CH:38][CH:37]=[CH:36][CH:35]=1. (6) Given the reactants Cl.[F:2][C:3]1[C:8]([F:9])=[CH:7][CH:6]=[C:5]([F:10])[C:4]=1[C@@H:11]([NH2:13])[CH3:12].C([O:18][C:19]([C:21]1[CH:26]=[CH:25][CH:24]=[CH:23][C:22]=1[C:27]1[CH:32]=[CH:31][C:30]([CH2:33][N:34]2[C:42]3[C:37](=[CH:38][C:39]([C:43](O)=[O:44])=[CH:40][CH:41]=3)[C:36]([CH3:46])=[C:35]2[CH3:47])=[CH:29][CH:28]=1)=[O:20])(C)(C)C, predict the reaction product. The product is: [CH3:47][C:35]1[N:34]([CH2:33][C:30]2[CH:31]=[CH:32][C:27]([C:22]3[C:21]([C:19]([OH:20])=[O:18])=[CH:26][CH:25]=[CH:24][CH:23]=3)=[CH:28][CH:29]=2)[C:42]2[C:37]([C:36]=1[CH3:46])=[CH:38][C:39]([C:43](=[O:44])[NH:13][C@H:11]([C:4]1[C:5]([F:10])=[CH:6][CH:7]=[C:8]([F:9])[C:3]=1[F:2])[CH3:12])=[CH:40][CH:41]=2. (7) The product is: [CH3:9][O:10][CH2:11][CH2:12][O:13][CH2:14][O:15][C:16]1[CH:21]=[CH:20][C:19]([C@@H:22]2[CH2:2][C@H:23]2[N+:24]([O-:26])=[O:25])=[CH:18][CH:17]=1. Given the reactants [I-].[CH3:2][S+](C)(C)=O.[H-].[Na+].[CH3:9][O:10][CH2:11][CH2:12][O:13][CH2:14][O:15][C:16]1[CH:21]=[CH:20][C:19](/[CH:22]=[CH:23]/[N+:24]([O-:26])=[O:25])=[CH:18][CH:17]=1.O, predict the reaction product. (8) Given the reactants [Cl:1][C:2]1[C:3]([C:8]([NH:10][CH3:11])=O)=[N:4][NH:5][C:6]=1[CH3:7].C(C1NN=C(CNC)C=1)(C)C.C(C1C=C(C(NC)=O)NN=1)(C)C, predict the reaction product. The product is: [Cl:1][C:2]1[C:3]([CH2:8][NH:10][CH3:11])=[N:4][NH:5][C:6]=1[CH3:7]. (9) Given the reactants [CH3:1][O:2][C:3]([CH:5]1[CH2:9][CH:8]([OH:10])[CH2:7][N:6]1[C:11]([O:13][C:14]([CH3:17])([CH3:16])[CH3:15])=[O:12])=[O:4].[Cr](O[Cr]([O-])(=O)=O)([O-])(=O)=O.[NH+]1C=CC=CC=1.[NH+]1C=CC=CC=1, predict the reaction product. The product is: [CH3:1][O:2][C:3]([CH:5]1[CH2:9][C:8](=[O:10])[CH2:7][N:6]1[C:11]([O:13][C:14]([CH3:17])([CH3:16])[CH3:15])=[O:12])=[O:4].